This data is from Forward reaction prediction with 1.9M reactions from USPTO patents (1976-2016). The task is: Predict the product of the given reaction. (1) Given the reactants [CH3:1][C:2]1[CH:7]=[CH:6][C:5]([O:8][C:9]2[CH:14]=[CH:13][CH:12]=[CH:11][CH:10]=2)=[CH:4][N+:3]=1[O-].C(OC(=O)C)(=[O:18])C, predict the reaction product. The product is: [O:8]([C:5]1[CH:6]=[CH:7][C:2]([CH2:1][OH:18])=[N:3][CH:4]=1)[C:9]1[CH:14]=[CH:13][CH:12]=[CH:11][CH:10]=1. (2) Given the reactants [CH2:1]([C:3]1[C:8]([CH2:9]O)=[CH:7][CH:6]=[CH:5][N:4]=1)[CH3:2].S(Cl)(Cl)=O.[N-:15]=[N+:16]=[N-:17].[Na+], predict the reaction product. The product is: [N:15]([CH2:9][C:8]1[C:3]([CH2:1][CH3:2])=[N:4][CH:5]=[CH:6][CH:7]=1)=[N+:16]=[N-:17].